Task: Binary Classification. Given a T-cell receptor sequence (or CDR3 region) and an epitope sequence, predict whether binding occurs between them.. Dataset: TCR-epitope binding with 47,182 pairs between 192 epitopes and 23,139 TCRs (1) The epitope is TSNQVAVLY. The TCR CDR3 sequence is CASSDSGTYNEQFF. Result: 0 (the TCR does not bind to the epitope). (2) The epitope is RLQSLQTYV. The TCR CDR3 sequence is CASSSTNLFYEQYF. Result: 0 (the TCR does not bind to the epitope). (3) The epitope is VSFIEFVGW. The TCR CDR3 sequence is CASSPSGTSPKNEQFF. Result: 0 (the TCR does not bind to the epitope). (4) The epitope is LLQTGIHVRVSQPSL. The TCR CDR3 sequence is CASSQGEGVAEQFF. Result: 1 (the TCR binds to the epitope). (5) The epitope is KLWAQCVQL. The TCR CDR3 sequence is CASSLAMTGYNEQFF. Result: 1 (the TCR binds to the epitope). (6) The TCR CDR3 sequence is CASSLTALGRGTDTQYF. Result: 1 (the TCR binds to the epitope). The epitope is AVFDRKSDAK. (7) The epitope is AYAQKIFKI. The TCR CDR3 sequence is CSGGQGPDNEQFF. Result: 0 (the TCR does not bind to the epitope).